Dataset: Reaction yield outcomes from USPTO patents with 853,638 reactions. Task: Predict the reaction yield, written as a fraction of the theoretical maximum amount of product (1.0 means a 100% yield; for example, 0.34 means a 34% yield). The reactants are C([CH:3]1[CH2:6][CH2:5][C:4]1([O:10][C:11]1[CH:16]=[CH:15][C:14]([Cl:17])=[CH:13][CH:12]=1)[C:7]([OH:9])=[O:8])C.Cl. The catalyst is C(O)(=O)C. The product is [Cl:17][C:14]1[CH:13]=[CH:12][C:11]([O:10][C:4]2([C:7]([OH:9])=[O:8])[CH2:5][CH2:6][CH2:3]2)=[CH:16][CH:15]=1. The yield is 0.870.